Dataset: Forward reaction prediction with 1.9M reactions from USPTO patents (1976-2016). Task: Predict the product of the given reaction. Given the reactants [F:1][C:2]1[CH:3]=[C:4]([C:9]2[N:10]=[CH:11][C:12]([NH2:15])=[N:13][CH:14]=2)[CH:5]=[C:6]([F:8])[CH:7]=1.[CH3:16][C:17]1([CH3:31])[CH:21]2[CH2:22][CH:23]([CH2:26][C:27](O)=[O:28])[CH2:24][CH2:25][N:20]2[C:19](=[O:30])[O:18]1, predict the reaction product. The product is: [F:8][C:6]1[CH:5]=[C:4]([C:9]2[N:10]=[CH:11][C:12]([NH:15][C:27](=[O:28])[CH2:26][CH:23]3[CH2:24][CH2:25][N:20]4[C:19](=[O:30])[O:18][C:17]([CH3:16])([CH3:31])[CH:21]4[CH2:22]3)=[N:13][CH:14]=2)[CH:3]=[C:2]([F:1])[CH:7]=1.